From a dataset of Full USPTO retrosynthesis dataset with 1.9M reactions from patents (1976-2016). Predict the reactants needed to synthesize the given product. (1) The reactants are: [SH:1][C:2]1[CH:7]=[CH:6][C:5]([OH:8])=[CH:4][CH:3]=1.[OH-].[K+].Cl[CH2:12][C:13]1[CH:27]=[CH:26][C:16]([C:17]([NH:19][C:20]2[CH:25]=[CH:24][CH:23]=[CH:22][CH:21]=2)=[O:18])=[CH:15][CH:14]=1.Cl. Given the product [OH:8][C:5]1[CH:6]=[CH:7][C:2]([S:1][CH2:12][C:13]2[CH:14]=[CH:15][C:16]([C:17]([NH:19][C:20]3[CH:25]=[CH:24][CH:23]=[CH:22][CH:21]=3)=[O:18])=[CH:26][CH:27]=2)=[CH:3][CH:4]=1, predict the reactants needed to synthesize it. (2) Given the product [CH3:15][NH:16][C:6]([C:2]1[NH:1][CH:5]=[CH:4][CH:3]=1)=[O:8], predict the reactants needed to synthesize it. The reactants are: [NH:1]1[CH:5]=[CH:4][CH:3]=[C:2]1[C:6]([OH:8])=O.C(Cl)(=O)C(Cl)=O.[CH3:15][NH2:16]. (3) Given the product [CH3:23][C:20]1([CH3:24])[CH:21]([C:6]#[C:5][Si:2]([CH3:4])([CH3:3])[CH3:1])[O:22][C:17](=[O:16])[NH:19]1, predict the reactants needed to synthesize it. The reactants are: [CH3:1][Si:2]([C:5]#[CH:6])([CH3:4])[CH3:3].[Li]CCCC.C([O:16][C:17]([NH:19][C:20]([CH3:24])([CH3:23])[CH:21]=[O:22])=O)(C)(C)C. (4) Given the product [OH:36][C:33]1[CH:34]=[CH:35][C:30]([C:7]2[CH:8]=[CH:9][C:10]3[O:14][C:13]([C:15]([O:17][CH3:18])=[O:16])=[CH:12][C:11]=3[CH:19]=2)=[CH:31][CH:32]=1, predict the reactants needed to synthesize it. The reactants are: FC(F)(F)S(O[C:7]1[CH:8]=[CH:9][C:10]2[O:14][C:13]([C:15]([O:17][CH3:18])=[O:16])=[CH:12][C:11]=2[CH:19]=1)(=O)=O.CC1(C)C(C)(C)OB([C:30]2[CH:35]=[CH:34][C:33]([OH:36])=[CH:32][CH:31]=2)O1.C1(P(C2C=CC=CC=2)C2C=CC=CC=2)C=CC=CC=1.P([O-])([O-])([O-])=O.[K+].[K+].[K+].O.